This data is from Catalyst prediction with 721,799 reactions and 888 catalyst types from USPTO. The task is: Predict which catalyst facilitates the given reaction. (1) Reactant: [OH-].[Na+].[CH3:3][C:4]1[O:8][C:7]([C:9]2[CH:14]=[CH:13][CH:12]=[CH:11][CH:10]=2)=[N:6][C:5]=1[CH2:15][O:16][C:17]1[CH:39]=[CH:38][C:20]([CH2:21][O:22][N:23]=[C:24]([C:32]2[CH:33]=[N:34][CH:35]=[CH:36][CH:37]=2)[CH2:25][CH2:26][C:27]([O:29]CC)=[O:28])=[CH:19][CH:18]=1.CO.Cl. Product: [CH3:3][C:4]1[O:8][C:7]([C:9]2[CH:14]=[CH:13][CH:12]=[CH:11][CH:10]=2)=[N:6][C:5]=1[CH2:15][O:16][C:17]1[CH:39]=[CH:38][C:20]([CH2:21][O:22]/[N:23]=[C:24](/[C:32]2[CH:33]=[N:34][CH:35]=[CH:36][CH:37]=2)\[CH2:25][CH2:26][C:27]([OH:29])=[O:28])=[CH:19][CH:18]=1. The catalyst class is: 7. (2) Reactant: [C:1]1([C:7]2[N:12]=[CH:11][C:10]([C:13]([N:15]3[CH2:20][CH2:19][N:18](C(OC(C)(C)C)=O)[CH2:17][CH2:16]3)=[O:14])=[CH:9][N:8]=2)[CH:6]=[CH:5][CH:4]=[CH:3][CH:2]=1.FC(F)(F)C(O)=O. Product: [C:1]1([C:7]2[N:8]=[CH:9][C:10]([C:13]([N:15]3[CH2:20][CH2:19][NH:18][CH2:17][CH2:16]3)=[O:14])=[CH:11][N:12]=2)[CH:2]=[CH:3][CH:4]=[CH:5][CH:6]=1. The catalyst class is: 4. (3) Reactant: [Cl:1][C:2]1[C:23]([Cl:24])=[CH:22][CH:21]=[CH:20][C:3]=1[C:4]([N:6]1[CH2:11][C@@H:10]2[CH2:12][C@H:7]1[CH2:8][N:9]2C(OC(C)(C)C)=O)=[O:5].CO.Cl. Product: [Cl:1][C:2]1[C:23]([Cl:24])=[CH:22][CH:21]=[CH:20][C:3]=1[C:4]([N:6]1[CH2:11][C@@H:10]2[CH2:12][C@H:7]1[CH2:8][NH:9]2)=[O:5]. The catalyst class is: 12. (4) Reactant: [OH2:1].[OH-:2].[Li+].[CH2:4]([O:11][C:12]1[C:17]([CH3:18])=[CH:16][C:15]([C:19]2[CH:24]=[CH:23][C:22]([C:25]#N)=[C:21]([F:27])[CH:20]=2)=[CH:14][C:13]=1[CH3:28])[C:5]1[CH:10]=[CH:9][CH:8]=[CH:7][CH:6]=1.COCC(O)C.Cl. Product: [CH2:4]([O:11][C:12]1[C:17]([CH3:18])=[CH:16][C:15]([C:19]2[CH:24]=[CH:23][C:22]([C:25]([OH:2])=[O:1])=[C:21]([F:27])[CH:20]=2)=[CH:14][C:13]=1[CH3:28])[C:5]1[CH:10]=[CH:9][CH:8]=[CH:7][CH:6]=1. The catalyst class is: 132.